This data is from Peptide-MHC class II binding affinity with 134,281 pairs from IEDB. The task is: Regression. Given a peptide amino acid sequence and an MHC pseudo amino acid sequence, predict their binding affinity value. This is MHC class II binding data. (1) The peptide sequence is SKIMKLPKLPISNGK. The MHC is DRB1_0802 with pseudo-sequence DRB1_0802. The binding affinity (normalized) is 0.566. (2) The peptide sequence is AAATAGTTVYGSFAA. The MHC is HLA-DQA10501-DQB10301 with pseudo-sequence HLA-DQA10501-DQB10301. The binding affinity (normalized) is 0.611. (3) The peptide sequence is KSAFQSSIASGFVGL. The MHC is DRB1_0405 with pseudo-sequence DRB1_0405. The binding affinity (normalized) is 0.646. (4) The peptide sequence is TLTEALRVIAGTLEV. The MHC is HLA-DPA10301-DPB10402 with pseudo-sequence HLA-DPA10301-DPB10402. The binding affinity (normalized) is 0.320. (5) The peptide sequence is YKLGPSPKARSERPA. The MHC is HLA-DPA10301-DPB10402 with pseudo-sequence HLA-DPA10301-DPB10402. The binding affinity (normalized) is 0.